This data is from Forward reaction prediction with 1.9M reactions from USPTO patents (1976-2016). The task is: Predict the product of the given reaction. (1) Given the reactants [CH:1]1([O:7][CH2:8][CH2:9][OH:10])[CH2:6][CH2:5][CH2:4][CH2:3][CH2:2]1.[H-].[Na+].Br[C:14]1[N:22]([CH2:23][C:24]2[CH:29]=[CH:28][C:27]([Cl:30])=[CH:26][CH:25]=2)[C:21]2[C:20](=[O:31])[N:19]([CH2:32][CH2:33][CH2:34][O:35][CH:36]3[CH2:41][CH2:40][CH2:39][CH2:38][O:37]3)[C:18](=[O:42])[N:17]([CH3:43])[C:16]=2[N:15]=1, predict the reaction product. The product is: [Cl:30][C:27]1[CH:26]=[CH:25][C:24]([CH2:23][N:22]2[C:21]3[C:20](=[O:31])[N:19]([CH2:32][CH2:33][CH2:34][O:35][CH:36]4[CH2:41][CH2:40][CH2:39][CH2:38][O:37]4)[C:18](=[O:42])[N:17]([CH3:43])[C:16]=3[N:15]=[C:14]2[O:10][CH2:9][CH2:8][O:7][CH:1]2[CH2:6][CH2:5][CH2:4][CH2:3][CH2:2]2)=[CH:29][CH:28]=1. (2) Given the reactants [CH:1]1[C:14]2[NH:13][C:12]3[C:7](=[CH:8][CH:9]=[CH:10][CH:11]=3)[S:6][C:5]=2[CH:4]=[CH:3][CH:2]=1.I[C:16]1[CH:21]=[CH:20][CH:19]=[CH:18][CH:17]=1.C(=O)([O-])[O-].[K+].[K+].C1OCCOCCOCCOCCOCCOC1, predict the reaction product. The product is: [C:16]1([N:13]2[C:14]3[CH:1]=[CH:2][CH:3]=[CH:4][C:5]=3[S:6][C:7]3[C:12]2=[CH:11][CH:10]=[CH:9][CH:8]=3)[CH:21]=[CH:20][CH:19]=[CH:18][CH:17]=1.